Dataset: Reaction yield outcomes from USPTO patents with 853,638 reactions. Task: Predict the reaction yield, written as a fraction of the theoretical maximum amount of product (1.0 means a 100% yield; for example, 0.34 means a 34% yield). (1) The reactants are [CH3:1][O:2][C:3]1[CH:4]=[C:5]2[C:10](=[CH:11][C:12]=1[O:13][CH3:14])[N:9]=[CH:8][N:7]=[C:6]2[S:15][C:16]1[CH:17]=[C:18]([CH:20]=[CH:21][CH:22]=1)[NH2:19].[C:23]([C:25]([C:28]1[CH:32]=[C:31]([NH:33][C:34](=O)[O:35]C2C=CC=CC=2)[N:30]([C:43]2[CH:48]=[CH:47][CH:46]=[CH:45][CH:44]=2)[N:29]=1)([CH3:27])[CH3:26])#[N:24]. The catalyst is C1COCC1.CN(C1C=CN=CC=1)C. The product is [C:23]([C:25]([C:28]1[CH:32]=[C:31]([NH:33][C:34]([NH:19][C:18]2[CH:20]=[CH:21][CH:22]=[C:16]([S:15][C:6]3[C:5]4[C:10](=[CH:11][C:12]([O:13][CH3:14])=[C:3]([O:2][CH3:1])[CH:4]=4)[N:9]=[CH:8][N:7]=3)[CH:17]=2)=[O:35])[N:30]([C:43]2[CH:48]=[CH:47][CH:46]=[CH:45][CH:44]=2)[N:29]=1)([CH3:27])[CH3:26])#[N:24]. The yield is 0.400. (2) The product is [CH2:18]([N:14]1[C:7]2[N:8]=[C:9]([S:12][CH3:13])[N:10]=[CH:11][C:6]=2[CH:5]=[C:4]([CH3:3])[C:15]1=[O:16])[CH3:19]. The catalyst is CN(C)C=O. The reactants are [H-].[Na+].[CH3:3][C:4]1[C:15](=[O:16])[NH:14][C:7]2[N:8]=[C:9]([S:12][CH3:13])[N:10]=[CH:11][C:6]=2[CH:5]=1.I[CH2:18][CH3:19]. The yield is 0.780. (3) The reactants are C(OC(=O)[NH:7][C@H:8]([C:10]1[CH:15]=[CH:14][CH:13]=[C:12]([CH:16]=[N:17][OH:18])[CH:11]=1)[CH3:9])(C)(C)C.[CH3:20][N:21]([CH3:25])[CH2:22][C:23]#[CH:24]. The catalyst is ClCCl. The product is [CH3:20][N:21]([CH2:22][C:23]1[O:18][N:17]=[C:16]([C:12]2[CH:11]=[C:10]([C@@H:8]([NH2:7])[CH3:9])[CH:15]=[CH:14][CH:13]=2)[CH:24]=1)[CH3:25]. The yield is 0.820. (4) The reactants are [CH3:1][C:2]1[N:11]=[CH:10][C:9]([C:12]2[CH:17]=[CH:16][C:15]([C:18]3[CH:19]=[N:20][N:21]([CH3:23])[CH:22]=3)=[CH:14][CH:13]=2)=[C:8]2[C:3]=1[CH:4]=[CH:5][C:6]([C:24]#[N:25])=[N:7]2.[OH:26]S(O)(=O)=O.[OH-].[Na+].C([O-])(O)=O.[Na+]. The catalyst is C(Cl)Cl.O. The yield is 0.990. The product is [CH3:1][C:2]1[N:11]=[CH:10][C:9]([C:12]2[CH:13]=[CH:14][C:15]([C:18]3[CH:19]=[N:20][N:21]([CH3:23])[CH:22]=3)=[CH:16][CH:17]=2)=[C:8]2[C:3]=1[CH:4]=[CH:5][C:6]([C:24]([NH2:25])=[O:26])=[N:7]2. (5) The reactants are [CH3:1][O:2][C:3]1[CH:4]=[CH:5][C:6]2[O:11][CH2:10][C:9](=[O:12])[N:8]([CH2:13][CH2:14][N:15]3[CH2:20][CH2:19][CH:18]([NH:21]C(=O)OC(C)(C)C)[CH2:17][CH2:16]3)[C:7]=2[CH:29]=1.NC1CCN(CCN2C3C(=CC=C(C#N)C=3)C=CC2=O)CC1. No catalyst specified. The product is [NH2:21][CH:18]1[CH2:17][CH2:16][N:15]([CH2:14][CH2:13][N:8]2[C:7]3[CH:29]=[C:3]([O:2][CH3:1])[CH:4]=[CH:5][C:6]=3[O:11][CH2:10][C:9]2=[O:12])[CH2:20][CH2:19]1. The yield is 1.00. (6) The reactants are [CH3:1][N:2]1[C:6]([CH3:7])=[C:5]([C:8]([NH:10][C:11]2[CH:33]=[CH:32][C:14]([O:15][C:16]3[CH:21]=[CH:20][N:19]=[C:18]([NH:22][C:23](=[O:31])OC4C=CC=CC=4)[CH:17]=3)=[C:13]([F:34])[CH:12]=2)=[O:9])[C:4](=[O:35])[N:3]1[C:36]1[CH:41]=[CH:40][CH:39]=[CH:38][CH:37]=1.[NH2:42][CH2:43][CH2:44][OH:45]. The catalyst is CN1C(=O)CCC1. The product is [F:34][C:13]1[CH:12]=[C:11]([NH:10][C:8]([C:5]2[C:4](=[O:35])[N:3]([C:36]3[CH:41]=[CH:40][CH:39]=[CH:38][CH:37]=3)[N:2]([CH3:1])[C:6]=2[CH3:7])=[O:9])[CH:33]=[CH:32][C:14]=1[O:15][C:16]1[CH:21]=[CH:20][N:19]=[C:18]([NH:22][C:23]([NH:42][CH2:43][CH2:44][OH:45])=[O:31])[CH:17]=1. The yield is 0.690. (7) The reactants are [N+:1]([C:4]1[CH:13]=[CH:12][C:7](/[CH:8]=[CH:9]/[CH2:10]Cl)=[CH:6][CH:5]=1)([O-:3])=[O:2].[NH2:14][C:15]1[CH:20]=[CH:19][CH:18]=[CH:17][C:16]=1[SH:21].C(=O)([O-])[O-].[Na+].[Na+]. The catalyst is CN(C=O)C. The product is [N+:1]([C:4]1[CH:13]=[CH:12][C:7](/[CH:8]=[CH:9]/[C:10]2[S:21][C:16]3[CH:17]=[CH:18][CH:19]=[CH:20][C:15]=3[N:14]=2)=[CH:6][CH:5]=1)([O-:3])=[O:2]. The yield is 0.851.